Dataset: Catalyst prediction with 721,799 reactions and 888 catalyst types from USPTO. Task: Predict which catalyst facilitates the given reaction. (1) Reactant: [CH3:1][O:2][CH2:3][CH2:4][NH2:5].[CH3:6][O:7][C:8]1[CH:9]=[C:10]([NH:20][C:21]2[S:22][C:23]([CH:26]=O)=[CH:24][N:25]=2)[CH:11]=[CH:12][C:13]=1[N:14]1[CH:18]=[C:17]([CH3:19])[N:16]=[CH:15]1.O1CCCC1. Product: [CH3:1][O:2][CH2:3][CH2:4][NH:5][CH2:26][C:23]1[S:22][C:21]([NH:20][C:10]2[CH:11]=[CH:12][C:13]([N:14]3[CH:18]=[C:17]([CH3:19])[N:16]=[CH:15]3)=[C:8]([O:7][CH3:6])[CH:9]=2)=[N:25][CH:24]=1. The catalyst class is: 2. (2) Reactant: Cl.[CH3:2][O:3][C:4]1[CH:9]=[CH:8][C:7]([O:10][CH3:11])=[CH:6][C:5]=1[C:12]1[S:20][C:19]2[C:18](=[O:21])[N:17]([CH:22]3[CH2:27][CH2:26][NH:25][CH2:24][CH2:23]3)[C:16](=[O:28])[N:15]([CH2:29][C:30]3[N:31]=[N:32][N:33]([CH2:35][CH3:36])[N:34]=3)[C:14]=2[CH:13]=1.[CH2:37]([O:39][C:40]1[C:49]([O:50][CH3:51])=[CH:48][C:47]2[C:46]([C:52]3[CH:60]=[CH:59][C:55]([C:56](O)=[O:57])=[CH:54][CH:53]=3)=[N:45][C@@H:44]3[CH2:61][CH2:62][S:63][CH2:64][C@@H:43]3[C:42]=2[CH:41]=1)[CH3:38].CN(C(ON1N=NC2C=CC=CC1=2)=[N+](C)C)C.F[P-](F)(F)(F)(F)F.CCN(C(C)C)C(C)C. Product: [CH3:2][O:3][C:4]1[CH:9]=[CH:8][C:7]([O:10][CH3:11])=[CH:6][C:5]=1[C:12]1[S:20][C:19]2[C:18](=[O:21])[N:17]([CH:22]3[CH2:27][CH2:26][N:25]([C:56]([C:55]4[CH:59]=[CH:60][C:52]([C:46]5[C:47]6[CH:48]=[C:49]([O:50][CH3:51])[C:40]([O:39][CH2:37][CH3:38])=[CH:41][C:42]=6[C@H:43]6[CH2:64][S:63][CH2:62][CH2:61][C@H:44]6[N:45]=5)=[CH:53][CH:54]=4)=[O:57])[CH2:24][CH2:23]3)[C:16](=[O:28])[N:15]([CH2:29][C:30]3[N:31]=[N:32][N:33]([CH2:35][CH3:36])[N:34]=3)[C:14]=2[CH:13]=1. The catalyst class is: 2. (3) Reactant: C([O:3][C:4]([C:6]1[CH:7]=[C:8]2[C:13](=[CH:14][CH:15]=1)[NH:12][CH:11]([C:16]1[CH:17]=[C:18]([C:22]3[CH:27]=[CH:26][C:25]([O:28][CH:29]([CH3:31])[CH3:30])=[CH:24][CH:23]=3)[CH:19]=[CH:20][CH:21]=1)[C:10]([CH3:33])([CH3:32])[CH2:9]2)=[O:5])C.O.[OH-].[Li+].Cl. Product: [CH:29]([O:28][C:25]1[CH:24]=[CH:23][C:22]([C:18]2[CH:19]=[CH:20][CH:21]=[C:16]([CH:11]3[C:10]([CH3:32])([CH3:33])[CH2:9][C:8]4[C:13](=[CH:14][CH:15]=[C:6]([C:4]([OH:5])=[O:3])[CH:7]=4)[NH:12]3)[CH:17]=2)=[CH:27][CH:26]=1)([CH3:31])[CH3:30]. The catalyst class is: 364. (4) Reactant: [CH3:1][C@H:2]1[CH2:6][C@@H:5]([CH2:7][N:8]2[C:16]3[C:11](=[CH:12][C:13]([C:17]4[CH:18]=[N:19][N:20](C5CCCCO5)[CH:21]=4)=[CH:14][CH:15]=3)[CH:10]=[CH:9]2)[CH2:4][N:3]1[C:28](=[O:37])[CH2:29][CH2:30][C:31]1[CH:36]=[CH:35][CH:34]=[CH:33][CH:32]=1.C([O-])(O)=O.[Na+]. Product: [NH:19]1[CH:18]=[C:17]([C:13]2[CH:12]=[C:11]3[C:16](=[CH:15][CH:14]=2)[N:8]([CH2:7][C@H:5]2[CH2:4][N:3]([C:28](=[O:37])[CH2:29][CH2:30][C:31]4[CH:32]=[CH:33][CH:34]=[CH:35][CH:36]=4)[C@@H:2]([CH3:1])[CH2:6]2)[CH:9]=[CH:10]3)[CH:21]=[N:20]1. The catalyst class is: 138. (5) Reactant: [N:1]([CH:4]1[C:25]2[C:20](=[CH:21][C:22]([F:26])=[CH:23][CH:24]=2)[O:19][C:6]2([CH2:11][CH2:10][N:9]([C:12]([O:14][C:15]([CH3:18])([CH3:17])[CH3:16])=[O:13])[CH2:8][CH2:7]2)[CH2:5]1)=[N+]=[N-].O.C1(P(C2C=CC=CC=2)C2C=CC=CC=2)C=CC=CC=1.C(O)C. Product: [NH4+:1].[OH-:13].[NH2:1][CH:4]1[C:25]2[C:20](=[CH:21][C:22]([F:26])=[CH:23][CH:24]=2)[O:19][C:6]2([CH2:7][CH2:8][N:9]([C:12]([O:14][C:15]([CH3:17])([CH3:18])[CH3:16])=[O:13])[CH2:10][CH2:11]2)[CH2:5]1. The catalyst class is: 7. (6) Reactant: Cl.[F:2][C:3]1[CH:8]=[C:7]([CH:9]2[CH2:14][CH2:13][NH:12][CH2:11][CH2:10]2)[CH:6]=[CH:5][C:4]=1[CH2:15][N:16]([CH2:27][C:28]([F:31])([F:30])[F:29])[S:17]([CH2:20][C:21]1[CH:26]=[CH:25][CH:24]=[CH:23][CH:22]=1)(=[O:19])=[O:18].C(N(CC)C(C)C)(C)C.[C:41](Cl)(=[O:43])[CH3:42]. Product: [C:41]([N:12]1[CH2:13][CH2:14][CH:9]([C:7]2[CH:6]=[CH:5][C:4]([CH2:15][N:16]([CH2:27][C:28]([F:31])([F:29])[F:30])[S:17]([CH2:20][C:21]3[CH:26]=[CH:25][CH:24]=[CH:23][CH:22]=3)(=[O:19])=[O:18])=[C:3]([F:2])[CH:8]=2)[CH2:10][CH2:11]1)(=[O:43])[CH3:42]. The catalyst class is: 4. (7) Reactant: [Cl:1][C:2]1[CH:7]=[CH:6][C:5]([C:8](O)([CH3:10])[CH3:9])=[CH:4][C:3]=1[N:12]([S:21]([C:24]1[CH:29]=[CH:28][C:27]([O:30][CH3:31])=[C:26]([O:32][CH3:33])[CH:25]=1)(=[O:23])=[O:22])[CH2:13][C:14]([N:16]([CH2:19][CH3:20])[CH2:17][CH3:18])=[O:15].CCN(CC)CC.CS(Cl)(=O)=O. Product: [Cl:1][C:2]1[CH:7]=[CH:6][C:5]([C:8]([CH3:10])=[CH2:9])=[CH:4][C:3]=1[N:12]([S:21]([C:24]1[CH:29]=[CH:28][C:27]([O:30][CH3:31])=[C:26]([O:32][CH3:33])[CH:25]=1)(=[O:22])=[O:23])[CH2:13][C:14]([N:16]([CH2:17][CH3:18])[CH2:19][CH3:20])=[O:15]. The catalyst class is: 64.